Dataset: Experimentally validated miRNA-target interactions with 360,000+ pairs, plus equal number of negative samples. Task: Binary Classification. Given a miRNA mature sequence and a target amino acid sequence, predict their likelihood of interaction. (1) The protein sequence of the target gene is MNLLLLLAVLCLGTALATPKFDQTFSAEWHQWKSTHRRLYGTNEEEWRRAIWEKNMRMIQLHNGEYSNGQHGFSMEMNAFGDMTNEEFRQVVNGYRHQKHKKGRLFQEPLMLKIPKSVDWREKGCVTPVKNQGQCGSCWAFSASGCLEGQMFLKTGKLISLSEQNLVDCSHAQGNQGCNGGLMDFAFQYIKENGGLDSEESYPYEAKDGSCKYRAEFAVANDTGFVDIPQQEKALMKAVATVGPISVAMDASHPSLQFYSSGIYYEPNCSSKNLDHGVLLVGYGYEGTDSNKNKYWLVKN.... The miRNA is mmu-miR-26a-5p with sequence UUCAAGUAAUCCAGGAUAGGCU. Result: 1 (interaction). (2) The miRNA is hsa-miR-3606-3p with sequence AAAAUUUCUUUCACUACUUAG. The protein sequence of the target gene is MLGSVKMEAHDLAEWSYYPEAGEVYSPVTPVPTMAPLNSYMTLNPLSSPYPPGGLPASPLPSGPLAPPAPAAPLGPTFPGLGVSGGSSSSGYGAPGPGLVHGKEMPKGYRRPLAHAKPPYSYISLITMAIQQAPGKMLTLSEIYQWIMDLFPYYRENQQRWQNSIRHSLSFNDCFVKVARSPDKPGKGSYWALHPSSGNMFENGCYLRRQKRFKLEEKVKKGGSGAATTTRNGTGSAASTTTPAATVTSPPQPPPPAPEPEAQGGEDVGALDCGSPASSTPYFTGLELPGELKLDAPYNF.... Result: 0 (no interaction). (3) Result: 0 (no interaction). The protein sequence of the target gene is MSGQPPPPPPQQQQQQQQLSPPPPAALAPVSGVVLPAPPAVSAGSSPAGSPGGGAGGEGLGAAAAALLLHPPPPPPPATAAPPPPPPPPPPPASAAAPASGPPAPPGLAAGPGPAGGAPTPALVAGSSAAAPFPHGDSALNEQEKELQRRLKRLYPAVDEQETPLPRSWSPKDKFSYIGLSQNNLRVHYKGHGKTPKDAASVRATHPIPAACGIYYFEVKIVSKGRDGYMGIGLSAQGVNMNRLPGWDKHSYGYHGDDGHSFCSSGTGQPYGPTFTTGDVIGCCVNLINNTCFYTKNGHS.... The miRNA is hsa-miR-215-5p with sequence AUGACCUAUGAAUUGACAGAC. (4) The miRNA is hsa-miR-4318 with sequence CACUGUGGGUACAUGCU. The protein sequence of the target gene is MSTNICSFKDRCVSILCCKFCKQVLSSRGMKAVLLADTEIDLFSTDIPPTNAVDFTGRCYFTKICKCKLKDIACLKCGNIVGYHVIVPCSSCLLSCNNGHFWMFHSQAVYDINRLDSTGVNVLLWGNLPEIEESTDEDVLNISAEECIR. Result: 0 (no interaction). (5) The miRNA is mmu-miR-770-5p with sequence AGCACCACGUGUCUGGGCCACG. The protein sequence of the target gene is MVQKKFCPRLLDYLVIVGARHPSSDSVAQTPELLRRYPLEDHPEFPLPPDVVFFCQPEGCLSVRQRRMSLRDDTSFVFTLTDKDTGVTRYGICVNFYRSFQKRMPKEKVEGGAGPRGKEGAHTSGASEEAATGSSESGSTLQPPSADSTPDINQSPWGKRRAKAGSRSRNSTLTSLCVLSHYPFFSTFRECLYTLKRLVDCCSERLLGKKLGIPRGVQRDTMWRIFTGSLLVEEKSSALLQDLREIEAWIYRLLRSPVPVSGQKRVDIEVLPQELQQALTFALPDPSRFTLVDFPLHLPL.... Result: 0 (no interaction). (6) The miRNA is hsa-miR-4524a-3p with sequence UGAGACAGGCUUAUGCUGCUAU. The protein sequence of the target gene is MSLNYIKNFYEGCVKPPTVIGQFHTLFFGSVRMFFLGVLGFAVYGNEALHFSCDPDKREINLFCYNQFRPITPQVFWALQLVIVLLPGAIFHLYAACKSINQDCILQKPVYTVIYVLSVLLRISLEVFAFWLQIHLFGFQVKPIYLCDTESLGKKPNILKCMVPEHFEKTIFLIAMYTFTVITMVLCVAEVFEIIFRRSCFLFKR. Result: 0 (no interaction).